Predict the reactants needed to synthesize the given product. From a dataset of Full USPTO retrosynthesis dataset with 1.9M reactions from patents (1976-2016). Given the product [N:18]1[CH:23]=[C:22]([NH:24][C:11]([C@@H:8]2[O:7][C:6]3[CH:14]=[CH:15][C:3]([C:2]([F:1])([F:17])[F:16])=[CH:4][C:5]=3[O:10][CH2:9]2)=[O:13])[CH:21]=[C:20]2[CH2:25][O:26][CH2:27][CH2:28][C:19]=12, predict the reactants needed to synthesize it. The reactants are: [F:1][C:2]([F:17])([F:16])[C:3]1[CH:15]=[CH:14][C:6]2[O:7][C@@H:8]([C:11]([OH:13])=O)[CH2:9][O:10][C:5]=2[CH:4]=1.[N:18]1[CH:23]=[C:22]([NH2:24])[CH:21]=[C:20]2[CH2:25][O:26][CH2:27][CH2:28][C:19]=12.